Dataset: NCI-60 drug combinations with 297,098 pairs across 59 cell lines. Task: Regression. Given two drug SMILES strings and cell line genomic features, predict the synergy score measuring deviation from expected non-interaction effect. (1) Drug 1: C1=NC2=C(N1)C(=S)N=C(N2)N. Drug 2: CC(C)NC(=O)C1=CC=C(C=C1)CNNC.Cl. Cell line: HL-60(TB). Synergy scores: CSS=48.1, Synergy_ZIP=1.82, Synergy_Bliss=3.40, Synergy_Loewe=-20.0, Synergy_HSA=1.79. (2) Drug 1: C1C(C(OC1N2C=C(C(=O)NC2=O)F)CO)O. Drug 2: C1=CC=C(C(=C1)C(C2=CC=C(C=C2)Cl)C(Cl)Cl)Cl. Cell line: HCT116. Synergy scores: CSS=24.2, Synergy_ZIP=0.327, Synergy_Bliss=8.02, Synergy_Loewe=-14.7, Synergy_HSA=2.22. (3) Drug 1: CC1C(C(CC(O1)OC2CC(OC(C2O)C)OC3=CC4=CC5=C(C(=O)C(C(C5)C(C(=O)C(C(C)O)O)OC)OC6CC(C(C(O6)C)O)OC7CC(C(C(O7)C)O)OC8CC(C(C(O8)C)O)(C)O)C(=C4C(=C3C)O)O)O)O. Drug 2: CC12CCC3C(C1CCC2O)C(CC4=C3C=CC(=C4)O)CCCCCCCCCS(=O)CCCC(C(F)(F)F)(F)F. Cell line: M14. Synergy scores: CSS=60.6, Synergy_ZIP=-1.31, Synergy_Bliss=-4.97, Synergy_Loewe=-21.0, Synergy_HSA=-3.26. (4) Drug 1: CN1C(=O)N2C=NC(=C2N=N1)C(=O)N. Drug 2: C1CN1C2=NC(=NC(=N2)N3CC3)N4CC4. Cell line: T-47D. Synergy scores: CSS=20.5, Synergy_ZIP=-3.82, Synergy_Bliss=0.520, Synergy_Loewe=-14.9, Synergy_HSA=-2.17. (5) Drug 1: CN1C2=C(C=C(C=C2)N(CCCl)CCCl)N=C1CCCC(=O)O.Cl. Drug 2: C1=NC2=C(N=C(N=C2N1C3C(C(C(O3)CO)O)F)Cl)N. Cell line: CAKI-1. Synergy scores: CSS=58.3, Synergy_ZIP=-6.65, Synergy_Bliss=-2.32, Synergy_Loewe=-21.8, Synergy_HSA=-1.89. (6) Drug 1: CC1C(C(CC(O1)OC2CC(CC3=C2C(=C4C(=C3O)C(=O)C5=C(C4=O)C(=CC=C5)OC)O)(C(=O)CO)O)N)O.Cl. Drug 2: CC1OCC2C(O1)C(C(C(O2)OC3C4COC(=O)C4C(C5=CC6=C(C=C35)OCO6)C7=CC(=C(C(=C7)OC)O)OC)O)O. Cell line: NCI-H460. Synergy scores: CSS=54.4, Synergy_ZIP=2.98, Synergy_Bliss=2.24, Synergy_Loewe=-8.33, Synergy_HSA=2.22. (7) Drug 1: CNC(=O)C1=CC=CC=C1SC2=CC3=C(C=C2)C(=NN3)C=CC4=CC=CC=N4. Drug 2: CC1=C(C(=CC=C1)Cl)NC(=O)C2=CN=C(S2)NC3=CC(=NC(=N3)C)N4CCN(CC4)CCO. Cell line: MDA-MB-435. Synergy scores: CSS=-2.11, Synergy_ZIP=0.523, Synergy_Bliss=-0.646, Synergy_Loewe=-3.67, Synergy_HSA=-3.56.